This data is from Catalyst prediction with 721,799 reactions and 888 catalyst types from USPTO. The task is: Predict which catalyst facilitates the given reaction. (1) Reactant: C[O:2][C:3]([C:5]1([C:8]2([CH3:13])[O:12][CH2:11][CH2:10][O:9]2)[CH2:7][CH2:6]1)=O.CC(C[AlH]CC(C)C)C.C(O)(C)C.O. Product: [CH3:13][C:8]1([C:5]2([CH2:3][OH:2])[CH2:7][CH2:6]2)[O:9][CH2:10][CH2:11][O:12]1. The catalyst class is: 11. (2) Reactant: [F:1][C:2]1[CH:27]=[C:26]([I:28])[CH:25]=[CH:24][C:3]=1[NH:4][C:5]1[C:6]([C:19]([O:21]CC)=[O:20])=[CH:7][N:8]([CH2:12][CH2:13][O:14][CH2:15][CH2:16][O:17][CH3:18])[C:9](=[O:11])[CH:10]=1.[OH-].[Na+]. Product: [F:1][C:2]1[CH:27]=[C:26]([I:28])[CH:25]=[CH:24][C:3]=1[NH:4][C:5]1[C:6]([C:19]([OH:21])=[O:20])=[CH:7][N:8]([CH2:12][CH2:13][O:14][CH2:15][CH2:16][O:17][CH3:18])[C:9](=[O:11])[CH:10]=1. The catalyst class is: 14. (3) The catalyst class is: 11. Reactant: [N+:1]([C:4]1[CH:9]=[C:8]([N+:10]([O-:12])=[O:11])[CH:7]=[CH:6][C:5]=1[CH:13]([CH3:17])[C:14]([OH:16])=[O:15])([O-:3])=[O:2].CO.[CH3:20][Si](C=[N+]=[N-])(C)C. Product: [CH3:20][O:15][C:14](=[O:16])[CH:13]([C:5]1[CH:6]=[CH:7][C:8]([N+:10]([O-:12])=[O:11])=[CH:9][C:4]=1[N+:1]([O-:3])=[O:2])[CH3:17]. (4) Reactant: [N:1]1([CH2:6][CH2:7][N:8]2[C:16]3[C:11](=[CH:12][CH:13]=[C:14]([NH2:17])[CH:15]=3)[CH:10]=[N:9]2)[CH2:5][CH2:4][CH2:3][CH2:2]1.[Br:18][C:19]1[CH:24]=[CH:23][C:22]([CH2:25][C:26](O)=[O:27])=[CH:21][CH:20]=1.Cl.C(N=C=NC(C)(C)CC)C.ON1C2C=CC=CC=2N=N1.CN1CCOCC1. Product: [Br:18][C:19]1[CH:24]=[CH:23][C:22]([CH2:25][C:26]([NH:17][C:14]2[CH:15]=[C:16]3[C:11]([CH:10]=[N:9][N:8]3[CH2:7][CH2:6][N:1]3[CH2:5][CH2:4][CH2:3][CH2:2]3)=[CH:12][CH:13]=2)=[O:27])=[CH:21][CH:20]=1. The catalyst class is: 3. (5) Reactant: [C:1]([O:5][C:6]([N:8]1[CH2:13][CH2:12][N:11]([C:14]2[CH:15]=[N:16][C:17]([N+:20]([O-])=O)=[CH:18][CH:19]=2)[CH2:10][CH2:9]1)=[O:7])([CH3:4])([CH3:3])[CH3:2].C(OCC)(=O)C. Product: [C:1]([O:5][C:6]([N:8]1[CH2:13][CH2:12][N:11]([C:14]2[CH:15]=[N:16][C:17]([NH2:20])=[CH:18][CH:19]=2)[CH2:10][CH2:9]1)=[O:7])([CH3:4])([CH3:2])[CH3:3]. The catalyst class is: 6. (6) Reactant: CC1[N:3]([C:8]2[CH:9]=[C:10]([N:18]3[CH2:23][CH2:22][N:21]([CH3:24])[CH2:20][CH2:19]3)[CH:11]=[C:12]([C:14]([F:17])([F:16])[F:15])[CH:13]=2)C(C)=CC=1.[OH-].[K+].Cl.NO. Product: [CH3:24][N:21]1[CH2:20][CH2:19][N:18]([C:10]2[CH:9]=[C:8]([CH:13]=[C:12]([C:14]([F:17])([F:15])[F:16])[CH:11]=2)[NH2:3])[CH2:23][CH2:22]1. The catalyst class is: 88. (7) The catalyst class is: 856. Reactant: [N+:1]([C:4]1[CH:5]=[CH:6][C:7]([N:10]2[CH2:15][CH2:14][CH2:13][CH2:12][CH2:11]2)=[N:8][CH:9]=1)([O-])=O.[C:16](O[C:16]([O:18][C:19]([CH3:22])([CH3:21])[CH3:20])=[O:17])([O:18][C:19]([CH3:22])([CH3:21])[CH3:20])=[O:17]. Product: [N:10]1([C:7]2[N:8]=[CH:9][C:4]([NH:1][C:16](=[O:17])[O:18][C:19]([CH3:22])([CH3:21])[CH3:20])=[CH:5][CH:6]=2)[CH2:15][CH2:14][CH2:13][CH2:12][CH2:11]1. (8) Reactant: [CH2:1]([NH:8][C:9](=O)[CH2:10][C:11]1[N:12]=[C:13]([S:16][C:17]([CH3:22])([CH3:21])[C:18]([OH:20])=[O:19])[S:14][CH:15]=1)[CH2:2][CH2:3][CH2:4][CH2:5][CH2:6][CH3:7]. Product: [CH2:1]([NH:8][CH2:9][CH2:10][C:11]1[N:12]=[C:13]([S:16][C:17]([CH3:21])([CH3:22])[C:18]([OH:20])=[O:19])[S:14][CH:15]=1)[CH2:2][CH2:3][CH2:4][CH2:5][CH2:6][CH3:7]. The catalyst class is: 7. (9) Reactant: IC1C=CC=CC=1S([O-])(=O)=O.[Na+].OOS([O-])=O.[K+].S([O-])([O-])(=O)=O.[Na+].[Na+].[CH2:26]([OH:34])[CH2:27][CH2:28][CH2:29][CH2:30][CH2:31][CH:32]=[CH2:33]. Product: [CH:26](=[O:34])[CH2:27][CH2:28][CH2:29][CH2:30][CH2:31][CH:32]=[CH2:33]. The catalyst class is: 463.